Task: Predict the reaction yield, written as a fraction of the theoretical maximum amount of product (1.0 means a 100% yield; for example, 0.34 means a 34% yield).. Dataset: Reaction yield outcomes from USPTO patents with 853,638 reactions (1) The reactants are [Br:1][C:2]1[CH:3]=[CH:4][C:5]2[O:16][C:8]3([CH2:13][CH2:12][CH:11]([O:14][CH3:15])[CH2:10][CH2:9]3)[C:7](=[NH:17])[C:6]=2[CH:18]=1.O=[C:20]([CH3:24])[C:21](=[S:23])[NH2:22]. The catalyst is CO. The product is [Br:1][C:2]1[CH:3]=[CH:4][C:5]2[O:16][C:8]3([CH2:9][CH2:10][CH:11]([O:14][CH3:15])[CH2:12][CH2:13]3)[C:7]3([NH:22][C:21](=[S:23])[C:20]([CH3:24])=[N:17]3)[C:6]=2[CH:18]=1. The yield is 0.210. (2) The reactants are [CH3:1][O:2][N:3]([CH3:17])[C:4]([C:6]1[O:7][C:8]2[CH:14]=[CH:13][C:12]([O:15][CH3:16])=[CH:11][C:9]=2[CH:10]=1)=[O:5].[Br:18]Br. The catalyst is C(O)(=O)C. The product is [Br:18][C:10]1[C:9]2[CH:11]=[C:12]([O:15][CH3:16])[CH:13]=[CH:14][C:8]=2[O:7][C:6]=1[C:4]([N:3]([O:2][CH3:1])[CH3:17])=[O:5]. The yield is 0.770. (3) The reactants are [C:1]([C:3]1[CH:4]=[C:5]([F:27])[C:6]([N:14]2[CH2:19][CH2:18][N:17](C(OC(C)(C)C)=O)[CH2:16][CH2:15]2)=[C:7]2[C:11]=1[NH:10][C:9]([CH3:12])=[C:8]2[CH3:13])#[N:2].[Cl:28][Si](C)(C)C.[OH2:33]. No catalyst specified. The product is [ClH:28].[F:27][C:5]1[C:6]([N:14]2[CH2:19][CH2:18][NH:17][CH2:16][CH2:15]2)=[C:7]2[C:11](=[C:3]([C:1]([NH2:2])=[O:33])[CH:4]=1)[NH:10][C:9]([CH3:12])=[C:8]2[CH3:13]. The yield is 0.970.